This data is from Forward reaction prediction with 1.9M reactions from USPTO patents (1976-2016). The task is: Predict the product of the given reaction. (1) Given the reactants CC(C[AlH]CC(C)C)C.[CH2:10]([O:17][C:18]1[CH:23]=[CH:22][C:21]([C:24]2([C:27]#N)[CH2:26][CH2:25]2)=[CH:20][C:19]=1[O:29][CH3:30])[C:11]1[CH:16]=[CH:15][CH:14]=[CH:13][CH:12]=1.Cl.C1C[O:35]CC1, predict the reaction product. The product is: [CH2:10]([O:17][C:18]1[CH:23]=[CH:22][C:21]([C:24]2([CH:27]=[O:35])[CH2:26][CH2:25]2)=[CH:20][C:19]=1[O:29][CH3:30])[C:11]1[CH:16]=[CH:15][CH:14]=[CH:13][CH:12]=1. (2) The product is: [CH:8]1([N:12]2[CH2:13][CH2:14][CH:15]([O:18][C:19]3[CH:28]=[CH:27][C:26]4[CH2:25][N:24]([CH3:2])[CH2:23][CH2:22][C:21]=4[N:20]=3)[CH2:16][CH2:17]2)[CH2:11][CH2:10][CH2:9]1. Given the reactants F[C:2](F)(F)C(O)=O.[CH:8]1([N:12]2[CH2:17][CH2:16][CH:15]([O:18][C:19]3[CH:28]=[CH:27][C:26]4[CH2:25][NH:24][CH2:23][CH2:22][C:21]=4[N:20]=3)[CH2:14][CH2:13]2)[CH2:11][CH2:10][CH2:9]1.C=O.C(N(CC)CC)C, predict the reaction product. (3) Given the reactants [CH3:1][C:2]1([CH3:22])[CH2:7][CH2:6][CH:5]([N:8]([C@H:17]2[CH2:21][CH2:20][NH:19][CH2:18]2)[C:9](=[O:16])[C:10]([CH3:15])([CH3:14])[CH:11]([OH:13])[CH3:12])[CH2:4][CH2:3]1.[C:23]([N:27]1[CH2:31][C@@H:30]([C:32]2[CH:37]=[CH:36][C:35]([Cl:38])=[CH:34][CH:33]=2)[C@H:29]([C:39](O)=[O:40])[CH2:28]1)([CH3:26])([CH3:25])[CH3:24], predict the reaction product. The product is: [ClH:38].[C:23]([N:27]1[CH2:31][C@@H:30]([C:32]2[CH:33]=[CH:34][C:35]([Cl:38])=[CH:36][CH:37]=2)[C@H:29]([C:39]([N:19]2[CH2:20][CH2:21][C@H:17]([N:8]([CH:5]3[CH2:6][CH2:7][C:2]([CH3:1])([CH3:22])[CH2:3][CH2:4]3)[C:9](=[O:16])[C:10]([CH3:14])([CH3:15])[CH:11]([OH:13])[CH3:12])[CH2:18]2)=[O:40])[CH2:28]1)([CH3:26])([CH3:25])[CH3:24]. (4) The product is: [CH3:40][C:38]1[CH:39]=[C:31]([CH2:30][CH:9]([C:6]2[CH:5]=[CH:4][C:3]([CH:2]=[O:1])=[CH:8][N:7]=2)[CH2:10][C:11](=[O:12])[N:13]2[CH2:14][CH2:15][CH:16]([N:19]3[CH2:28][C:27]4[C:22](=[CH:23][CH:24]=[CH:25][CH:26]=4)[NH:21][C:20]3=[O:29])[CH2:17][CH2:18]2)[CH:32]=[C:33]2[C:37]=1[NH:36][N:35]=[CH:34]2. Given the reactants [OH:1][CH2:2][C:3]1[CH:4]=[CH:5][C:6]([CH:9]([CH2:30][C:31]2[CH:32]=[C:33]3[C:37](=[C:38]([CH3:40])[CH:39]=2)[NH:36][N:35]=[CH:34]3)[CH2:10][C:11]([N:13]2[CH2:18][CH2:17][CH:16]([N:19]3[CH2:28][C:27]4[C:22](=[CH:23][CH:24]=[CH:25][CH:26]=4)[NH:21][C:20]3=[O:29])[CH2:15][CH2:14]2)=[O:12])=[N:7][CH:8]=1.CC(OI1(OC(C)=O)(OC(C)=O)OC(=O)C2C=CC=CC1=2)=O, predict the reaction product.